This data is from Reaction yield outcomes from USPTO patents with 853,638 reactions. The task is: Predict the reaction yield, written as a fraction of the theoretical maximum amount of product (1.0 means a 100% yield; for example, 0.34 means a 34% yield). (1) The reactants are Cl[C:2]1[CH:7]=[C:6]([O:8][CH2:9][C:10]2[CH:11]=[N:12][CH:13]=[CH:14][CH:15]=2)[CH:5]=[CH:4][N:3]=1.O.[NH2:17][NH2:18]. The catalyst is O. The product is [NH:17]([C:2]1[CH:7]=[C:6]([O:8][CH2:9][C:10]2[CH:11]=[N:12][CH:13]=[CH:14][CH:15]=2)[CH:5]=[CH:4][N:3]=1)[NH2:18]. The yield is 0.370. (2) The reactants are [Cl:1][C:2]1[CH:7]=[C:6](I)[C:5]([Cl:9])=[CH:4][N:3]=1.[NH2:10][C:11]1[CH:18]=[C:17]([Cl:19])[CH:16]=[CH:15][C:12]=1[C:13]#[N:14].[O-]P(OP(OP([O-])([O-])=O)([O-])=O)(=O)[O-].[K+].[K+].[K+].[K+].[K+].C1C=CC(P(C2C(OC3C(P(C4C=CC=CC=4)C4C=CC=CC=4)=CC=CC=3)=CC=CC=2)C2C=CC=CC=2)=CC=1. The catalyst is O1CCOCC1.C([O-])(=O)C.[Pd+2].C([O-])(=O)C. The product is [Cl:19][C:17]1[CH:16]=[CH:15][C:12]([C:13]#[N:14])=[C:11]([NH:10][C:6]2[C:5]([Cl:9])=[CH:4][N:3]=[C:2]([Cl:1])[CH:7]=2)[CH:18]=1. The yield is 0.571.